This data is from Acute oral toxicity (LD50) regression data from Zhu et al.. The task is: Regression/Classification. Given a drug SMILES string, predict its toxicity properties. Task type varies by dataset: regression for continuous values (e.g., LD50, hERG inhibition percentage) or binary classification for toxic/non-toxic outcomes (e.g., AMES mutagenicity, cardiotoxicity, hepatotoxicity). Dataset: ld50_zhu. (1) The compound is COC(=O)C1=C(C)NC(C)=C(C(=O)OCCN(C)Cc2ccccc2)C1c1cccc([N+](=O)[O-])c1. The rat oral LD50 is 3.18, given as -log10 of the dose in mol/kg body weight (higher means more acutely toxic). (2) The drug is FC(F)(F)c1nc2c(Br)c(Br)cc(Br)c2[nH]1. The rat oral LD50 is 4.52, given as -log10 of the dose in mol/kg body weight (higher means more acutely toxic). (3) The compound is CN(Cc1ccc(Cl)cc1Cl)S(N)(=O)=O. The rat oral LD50 is 2.06, given as -log10 of the dose in mol/kg body weight (higher means more acutely toxic).